This data is from Peptide-MHC class II binding affinity with 134,281 pairs from IEDB. The task is: Regression. Given a peptide amino acid sequence and an MHC pseudo amino acid sequence, predict their binding affinity value. This is MHC class II binding data. (1) The peptide sequence is LSPISNMVSMANNHV. The MHC is DRB1_0901 with pseudo-sequence DRB1_0901. The binding affinity (normalized) is 0.386. (2) The peptide sequence is GFKVAATAANAAPAN. The MHC is HLA-DPA10201-DPB11401 with pseudo-sequence HLA-DPA10201-DPB11401. The binding affinity (normalized) is 0.638. (3) The peptide sequence is AYSDDKSMKVTVAFN. The MHC is DRB3_0202 with pseudo-sequence DRB3_0202. The binding affinity (normalized) is 0.322. (4) The peptide sequence is IKKYFAATQFEPLAA. The MHC is DRB1_0101 with pseudo-sequence DRB1_0101. The binding affinity (normalized) is 0.638.